Regression. Given two drug SMILES strings and cell line genomic features, predict the synergy score measuring deviation from expected non-interaction effect. From a dataset of NCI-60 drug combinations with 297,098 pairs across 59 cell lines. (1) Drug 1: CCC1(CC2CC(C3=C(CCN(C2)C1)C4=CC=CC=C4N3)(C5=C(C=C6C(=C5)C78CCN9C7C(C=CC9)(C(C(C8N6C)(C(=O)OC)O)OC(=O)C)CC)OC)C(=O)OC)O.OS(=O)(=O)O. Drug 2: CCN(CC)CCCC(C)NC1=C2C=C(C=CC2=NC3=C1C=CC(=C3)Cl)OC. Cell line: MOLT-4. Synergy scores: CSS=32.6, Synergy_ZIP=-4.70, Synergy_Bliss=-8.92, Synergy_Loewe=-20.3, Synergy_HSA=-9.77. (2) Drug 1: C1=CN(C(=O)N=C1N)C2C(C(C(O2)CO)O)O.Cl. Drug 2: CCN(CC)CCCC(C)NC1=C2C=C(C=CC2=NC3=C1C=CC(=C3)Cl)OC. Cell line: COLO 205. Synergy scores: CSS=55.5, Synergy_ZIP=1.20, Synergy_Bliss=0.505, Synergy_Loewe=-0.757, Synergy_HSA=2.55.